From a dataset of Reaction yield outcomes from USPTO patents with 853,638 reactions. Predict the reaction yield, written as a fraction of the theoretical maximum amount of product (1.0 means a 100% yield; for example, 0.34 means a 34% yield). (1) The reactants are O[C:2]1[N:7]=[CH:6][N:5]=[C:4]([C:8]([O:10][CH3:11])=[O:9])[CH:3]=1.O=P(Cl)(Cl)[Cl:14]. The catalyst is CC#N. The product is [Cl:14][C:2]1[N:7]=[CH:6][N:5]=[C:4]([C:8]([O:10][CH3:11])=[O:9])[CH:3]=1. The yield is 0.590. (2) The catalyst is C1(C)C=CC=CC=1. The reactants are Cl[C:2]1[C:7]([C:8](=[O:15])[CH2:9][C:10]([O:12]CC)=[O:11])=[CH:6][C:5]([F:16])=[C:4]([Cl:17])[N:3]=1.[C:18](O)(=O)C.[CH:22]1([NH2:25])[CH2:24][CH2:23]1. The yield is 0.900. The product is [Cl:17][C:4]1[N:3]=[C:2]2[C:7]([C:8](=[O:15])[C:9]([C:10]([OH:12])=[O:11])=[CH:18][N:25]2[CH:22]2[CH2:24][CH2:23]2)=[CH:6][C:5]=1[F:16].